From a dataset of Full USPTO retrosynthesis dataset with 1.9M reactions from patents (1976-2016). Predict the reactants needed to synthesize the given product. (1) Given the product [F:16][CH:15]([F:17])[O:1][C:2]1[N:6]([CH3:7])[N:5]=[C:4]([C:8]([F:11])([F:10])[F:9])[C:3]=1[CH:20]=[O:19], predict the reactants needed to synthesize it. The reactants are: [OH:1][C:2]1[N:6]([CH3:7])[N:5]=[C:4]([C:8]([F:11])([F:10])[F:9])[CH:3]=1.[OH-].[K+].Cl[CH:15]([F:17])[F:16].O.[O:19]1CCC[CH2:20]1. (2) Given the product [Br:1][C:2]1[N:3]=[C:4]([C:7](=[S:25])[NH:9][C@@H:10]([CH3:15])[C:11]([F:14])([F:13])[F:12])[S:5][CH:6]=1, predict the reactants needed to synthesize it. The reactants are: [Br:1][C:2]1[N:3]=[C:4]([C:7]([NH:9][C@@H:10]([CH3:15])[C:11]([F:14])([F:13])[F:12])=O)[S:5][CH:6]=1.COC1C=CC(P2(SP(C3C=CC(OC)=CC=3)(=S)S2)=[S:25])=CC=1. (3) The reactants are: Br[C:2]1[CH:7]=[C:6]([S:8]([CH2:11][CH3:12])(=[O:10])=[O:9])[CH:5]=[CH:4][C:3]=1[O:13][CH2:14][CH2:15][CH3:16].[CH3:17][C:18]1([CH3:34])[C:22]([CH3:24])([CH3:23])[O:21][B:20]([B:20]2[O:21][C:22]([CH3:24])([CH3:23])[C:18]([CH3:34])([CH3:17])[O:19]2)[O:19]1.CC([O-])=O.[K+].CC(C1C=C(C(C)C)C(C2C=CC=CC=2P(C2CCCCC2)C2CCCCC2)=C(C(C)C)C=1)C. Given the product [CH2:11]([S:8]([C:6]1[CH:5]=[CH:4][C:3]([O:13][CH2:14][CH2:15][CH3:16])=[C:2]([B:20]2[O:21][C:22]([CH3:24])([CH3:23])[C:18]([CH3:34])([CH3:17])[O:19]2)[CH:7]=1)(=[O:10])=[O:9])[CH3:12], predict the reactants needed to synthesize it. (4) Given the product [C:25]([NH:30][NH:31][C:21]([C:10]1[C:9]([CH3:24])=[C:8]([C:5]2[CH:4]=[CH:3][C:2]([Cl:1])=[CH:7][CH:6]=2)[N:12]([C:13]2[CH:18]=[CH:17][C:16]([Cl:19])=[CH:15][C:14]=2[Cl:20])[N:11]=1)=[O:23])(=[O:29])[CH2:26][CH2:27][CH3:28], predict the reactants needed to synthesize it. The reactants are: [Cl:1][C:2]1[CH:7]=[CH:6][C:5]([C:8]2[N:12]([C:13]3[CH:18]=[CH:17][C:16]([Cl:19])=[CH:15][C:14]=3[Cl:20])[N:11]=[C:10]([C:21]([OH:23])=O)[C:9]=2[CH3:24])=[CH:4][CH:3]=1.[C:25]([NH:30][NH2:31])(=[O:29])[CH2:26][CH2:27][CH3:28].CCN=C=NCCCN(C)C.Cl. (5) Given the product [CH:41]1([C@H:13]([NH:12][C:10](=[O:11])[C@H:9]([CH3:47])[NH:7][CH3:6])[C:14]([N:16]2[C@H:21]([C:22]([NH:23][C@H:24]3[C:33]4[C:28](=[CH:29][CH:30]=[CH:31][CH:32]=4)[O:27][CH2:26][CH2:25]3)=[O:34])[CH2:20][N:19]3[CH2:35][C@H:36]([O:38][CH2:39][CH3:40])[CH2:37][C@@H:18]3[CH2:17]2)=[O:15])[CH2:46][CH2:45][CH2:44][CH2:43][CH2:42]1, predict the reactants needed to synthesize it. The reactants are: C(O[C:6](=O)[N:7]([C@@H:9]([CH3:47])[C:10]([NH:12][C@@H:13]([CH:41]1[CH2:46][CH2:45][CH2:44][CH2:43][CH2:42]1)[C:14]([N:16]1[C@H:21]([C:22](=[O:34])[NH:23][C@H:24]2[C:33]3[C:28](=[CH:29][CH:30]=[CH:31][CH:32]=3)[O:27][CH2:26][CH2:25]2)[CH2:20][N:19]2[CH2:35][C@H:36]([O:38][CH2:39][CH3:40])[CH2:37][C@@H:18]2[CH2:17]1)=[O:15])=[O:11])C)(C)(C)C.Cl.COC1CCCC1.[OH-].[Na+]. (6) Given the product [Br:15][C:16]1[CH:17]=[CH:18][C:19]([NH:8][C:3]2[CH:4]=[CH:5][CH:6]=[CH:7][C:2]=2[Cl:1])=[C:20]([CH:23]=1)[C:21]#[N:22], predict the reactants needed to synthesize it. The reactants are: [Cl:1][C:2]1[CH:7]=[CH:6][CH:5]=[CH:4][C:3]=1[NH2:8].CC(C)([O-])C.[K+].[Br:15][C:16]1[CH:17]=[CH:18][C:19](F)=[C:20]([CH:23]=1)[C:21]#[N:22].